Dataset: Forward reaction prediction with 1.9M reactions from USPTO patents (1976-2016). Task: Predict the product of the given reaction. The product is: [CH:2]([C:3]1[C:4]([C:14]2[CH2:19][CH2:18][N:17]([C:20]([O:22][C:23]([CH3:26])([CH3:25])[CH3:24])=[O:21])[CH2:16][CH:15]=2)=[N:5][N:6]([CH:8]2[CH2:13][CH2:12][CH2:11][CH2:10][O:9]2)[CH:7]=1)=[O:1]. Given the reactants [OH:1][CH2:2][C:3]1[C:4]([C:14]2[CH2:19][CH2:18][N:17]([C:20]([O:22][C:23]([CH3:26])([CH3:25])[CH3:24])=[O:21])[CH2:16][CH:15]=2)=[N:5][N:6]([CH:8]2[CH2:13][CH2:12][CH2:11][CH2:10][O:9]2)[CH:7]=1, predict the reaction product.